From a dataset of Reaction yield outcomes from USPTO patents with 853,638 reactions. Predict the reaction yield, written as a fraction of the theoretical maximum amount of product (1.0 means a 100% yield; for example, 0.34 means a 34% yield). (1) The reactants are [CH3:1][O:2][C:3]([N:5]1[CH2:10][CH2:9][C:8](=[O:11])[N:7]([CH3:12])[C@@H:6]1[C:13]([CH3:16])([CH3:15])[CH3:14])=[O:4].C[Si]([N-][Si](C)(C)C)(C)C.[Na+].I[CH2:28][C@H:29]([CH2:32][CH2:33][CH3:34])[CH2:30][CH3:31]. The catalyst is C1COCC1. The product is [CH3:1][O:2][C:3]([N:5]1[CH2:10][C@@H:9]([CH2:28][C@@H:29]([CH2:30][CH3:31])[CH2:32][CH2:33][CH3:34])[C:8](=[O:11])[N:7]([CH3:12])[C@@H:6]1[C:13]([CH3:16])([CH3:15])[CH3:14])=[O:4]. The yield is 0.120. (2) The reactants are [Cl:1][C:2]1[CH:3]=[C:4]([C@@H:12]([CH2:26][CH:27]2[CH2:31][CH2:30][CH2:29][CH2:28]2)[C:13]([NH:15][C:16]2[CH:20]=[CH:19][N:18]([CH2:21][CH2:22][C:23](O)=[O:24])[N:17]=2)=[O:14])[CH:5]=[CH:6][C:7]=1[S:8]([CH3:11])(=[O:10])=[O:9].C(Cl)(=O)C(Cl)=O.N1C(C)=CC=CC=1C.[NH:46]1[CH2:51][CH2:50][O:49][CH2:48][CH2:47]1. The catalyst is C(Cl)Cl. The product is [Cl:1][C:2]1[CH:3]=[C:4]([C@@H:12]([CH2:26][CH:27]2[CH2:28][CH2:29][CH2:30][CH2:31]2)[C:13]([NH:15][C:16]2[CH:20]=[CH:19][N:18]([CH2:21][CH2:22][C:23]([N:46]3[CH2:51][CH2:50][O:49][CH2:48][CH2:47]3)=[O:24])[N:17]=2)=[O:14])[CH:5]=[CH:6][C:7]=1[S:8]([CH3:11])(=[O:10])=[O:9]. The yield is 0.300. (3) The reactants are Cl[C:2]1[CH:3]=[C:4]([CH:41]=[CH:42][C:43]=1F)[C:5]1[C:10]([C:11]2[CH:20]=[CH:19][C:18]3[C:13](=[CH:14][CH:15]=[C:16]([C:21]4[N:25]([CH:26]5[CH2:31][CH2:30][CH2:29][CH2:28][CH2:27]5)[C:24]5[CH:32]=[CH:33][C:34]([C:36]([OH:38])=[O:37])=[CH:35][C:23]=5[N:22]=4)[CH:17]=3)[N:12]=2)=[CH:9][C:8]([O:39][CH3:40])=[CH:7][CH:6]=1.[CH3:45]OC(C1C=CC2N(C3CCCCC3)C(C3C=C4C(=CC=3)N=C(C3C=C(OC)C=CC=3Br)C=C4)=NC=2C=1)=O.C1(C)C=CC=C(B(O)O)C=1. No catalyst specified. The product is [CH:26]1([N:25]2[C:24]3[CH:32]=[CH:33][C:34]([C:36]([OH:38])=[O:37])=[CH:35][C:23]=3[N:22]=[C:21]2[C:16]2[CH:17]=[C:18]3[C:13](=[CH:14][CH:15]=2)[N:12]=[C:11]([C:10]2[C:5]([C:4]4[CH:41]=[CH:42][CH:43]=[C:2]([CH3:45])[CH:3]=4)=[CH:6][CH:7]=[C:8]([O:39][CH3:40])[CH:9]=2)[CH:20]=[CH:19]3)[CH2:31][CH2:30][CH2:29][CH2:28][CH2:27]1. The yield is 0.270. (4) The product is [CH2:21]([O:20][C:18]([C@H:17]1[C@H:8]([C:9]2[CH:10]=[CH:11][CH:12]=[CH:13][CH:14]=2)[C@H:7]1[CH:1]1[CH2:6][CH2:5][CH2:4][CH2:3][CH2:2]1)=[O:19])[CH3:22]. The catalyst is C(Cl)Cl. The yield is 0.180. The reactants are [CH:1]1(/[CH:7]=[CH:8]/[C:9]2[CH:14]=[CH:13][CH:12]=[CH:11][CH:10]=2)[CH2:6][CH2:5][CH2:4][CH2:3][CH2:2]1.[N+](=[CH:17][C:18]([O:20][CH2:21][CH3:22])=[O:19])=[N-]. (5) The reactants are C(OC([N:6]1[CH:15]=[C:14]([CH:16]=[O:17])[C:13]2[C:8](=[CH:9][C:10]([O:26][CH3:27])=[C:11]([O:18][CH2:19][CH2:20][CH2:21][O:22][C:23](=[O:25])[CH3:24])[CH:12]=2)[CH:7]1[CH2:28][C:29]1[CH:34]=[CH:33][CH:32]=[C:31]([O:35][CH3:36])[CH:30]=1)=O)C.[OH-].[K+]. The catalyst is CO. The product is [C:23]([O:22][CH2:21][CH2:20][CH2:19][O:18][C:11]1[CH:12]=[C:13]2[C:8](=[CH:9][C:10]=1[O:26][CH3:27])[CH:7]([CH2:28][C:29]1[CH:34]=[CH:33][CH:32]=[C:31]([O:35][CH3:36])[CH:30]=1)[NH:6][CH:15]=[C:14]2[CH:16]=[O:17])(=[O:25])[CH3:24]. The yield is 0.670. (6) The reactants are [NH2:1][C:2]1[CH:3]=[C:4]([NH:8][C:9](=[O:15])[O:10][C:11]([CH3:14])([CH3:13])[CH3:12])[CH:5]=[CH:6][CH:7]=1.C(N(CC)CC)C.[N+:23]([C:26]1[CH:27]=[C:28]([S:32](Cl)(=[O:34])=[O:33])[CH:29]=[CH:30][CH:31]=1)([O-:25])=[O:24]. The catalyst is O1CCCC1. The product is [N+:23]([C:26]1[CH:27]=[C:28]([S:32]([NH:1][C:2]2[CH:3]=[C:4]([NH:8][C:9](=[O:15])[O:10][C:11]([CH3:12])([CH3:14])[CH3:13])[CH:5]=[CH:6][CH:7]=2)(=[O:34])=[O:33])[CH:29]=[CH:30][CH:31]=1)([O-:25])=[O:24]. The yield is 0.390.